This data is from Aqueous solubility values for 9,982 compounds from the AqSolDB database. The task is: Regression/Classification. Given a drug SMILES string, predict its absorption, distribution, metabolism, or excretion properties. Task type varies by dataset: regression for continuous measurements (e.g., permeability, clearance, half-life) or binary classification for categorical outcomes (e.g., BBB penetration, CYP inhibition). For this dataset (solubility_aqsoldb), we predict Y. (1) The drug is Cc1ccc(NCCO)cc1O. The Y is -0.655 log mol/L. (2) The drug is O=Cc1ccccc1. The Y is -1.21 log mol/L.